This data is from Reaction yield outcomes from USPTO patents with 853,638 reactions. The task is: Predict the reaction yield, written as a fraction of the theoretical maximum amount of product (1.0 means a 100% yield; for example, 0.34 means a 34% yield). (1) The reactants are [C:1]1([CH2:7][CH2:8][CH2:9][CH2:10][OH:11])[CH:6]=[CH:5][CH:4]=[CH:3][CH:2]=1.Br[CH2:13][CH2:14][CH2:15]Br.[OH-].[Na+]. The catalyst is [Br-].C([N+](CCCC)(CCCC)CCCC)CCC.CCCCCC. The product is [CH2:15]([O:11][CH2:10][CH2:9][CH2:8][CH2:7][C:1]1[CH:6]=[CH:5][CH:4]=[CH:3][CH:2]=1)[CH:14]=[CH2:13]. The yield is 0.920. (2) The product is [Cl:1][C:2]1[CH:7]=[CH:6][CH:5]=[C:4]([C:15]2[C:14]([Cl:17])=[CH:13][C:12]([C:18]([F:19])([F:21])[F:20])=[CH:11][C:10]=2[Cl:9])[CH:3]=1. The catalyst is C1C=CC=CC=1.C([Li])CCC.CCCCCC. The yield is 0.350. The reactants are [Cl:1][C:2]1[CH:7]=[CH:6][CH:5]=[C:4](I)[CH:3]=1.[Cl:9][C:10]1[CH:11]=[C:12]([C:18]([F:21])([F:20])[F:19])[CH:13]=[C:14]([Cl:17])[C:15]=1F.O.